This data is from Choline transporter screen with 302,306 compounds. The task is: Binary Classification. Given a drug SMILES string, predict its activity (active/inactive) in a high-throughput screening assay against a specified biological target. (1) The molecule is S=C(Nc1c(C(C)C)cccc1)NCc1c(F)cccc1. The result is 0 (inactive). (2) The result is 0 (inactive). The molecule is S1C2(N(C(C1)C(=O)Nc1c(N3CCOCC3)ccc(c1)C(F)(F)F)C(=O)CC2)C. (3) The drug is S(=O)(=O)(N(Cc1ccc(C(=O)N\N=C2\CCCC2)cc1)c1ccccc1)C. The result is 0 (inactive). (4) The result is 0 (inactive). The compound is Clc1cc(N2CCN(CC2)c2oc(nc2C#N)c2occc2)ccc1. (5) The result is 0 (inactive). The compound is O=c1c2c3c(c4c1cccc4)c(c(=O)n(c3ccc2)C)C(=O)C. (6) The molecule is S(=O)(=O)(N)c1ccc(CCNC(=O)C2CN(C(=O)C2)c2ccc(OCC)cc2)cc1. The result is 0 (inactive). (7) The compound is S(c1cc(c(cc1)C)C)CC(OCC(=O)N(CC(=O)Nc1ccc(F)cc1)C)=O. The result is 0 (inactive). (8) The compound is Clc1ccc(S(=O)(=O)N2CCn3c2nc2c3cccc2)cc1. The result is 1 (active).